This data is from Reaction yield outcomes from USPTO patents with 853,638 reactions. The task is: Predict the reaction yield, written as a fraction of the theoretical maximum amount of product (1.0 means a 100% yield; for example, 0.34 means a 34% yield). (1) The yield is 0.520. The catalyst is C1COCC1. The product is [CH3:1][O:2][C:3]1[CH:12]=[C:11]([O:13][CH3:14])[CH:10]=[C:9]2[C:4]=1[C:5](=[O:27])[NH:6][C:7]([C:15]1[CH:20]=[CH:19][C:18]([N:21]3[CH2:22][CH2:23][N:24]([C:60](=[O:61])[CH2:59][C:58]([F:64])([F:63])[F:57])[CH2:25][CH2:26]3)=[CH:17][CH:16]=1)=[N:8]2. The reactants are [CH3:1][O:2][C:3]1[CH:12]=[C:11]([O:13][CH3:14])[CH:10]=[C:9]2[C:4]=1[C:5](=[O:27])[NH:6][C:7]([C:15]1[CH:20]=[CH:19][C:18]([N:21]3[CH2:26][CH2:25][NH:24][CH2:23][CH2:22]3)=[CH:17][CH:16]=1)=[N:8]2.CCN=C=NCCCN(C)C.Cl.C1C=CC2N(O)N=NC=2C=1.CCN(CC)CC.[F:57][C:58]([F:64])([F:63])[CH2:59][C:60](O)=[O:61]. (2) The reactants are [CH2:1]([C:3]1[CH:36]=[CH:35][C:6]([CH2:7][N:8]2[C:13](=[N:14][C:15]3[CH:20]=[CH:19][C:18]([O:21][CH:22]([CH3:24])[CH3:23])=[C:17]([CH3:25])[CH:16]=3)[NH:12][C:11](=[O:26])[N:10]([CH2:27][C@@H:28]([C:30]([O:32]C)=[O:31])[CH3:29])[C:9]2=[O:34])=[CH:5][CH:4]=1)[CH3:2].CO.[OH-].[Li+].C(O)(=O)CC(CC(O)=O)(C(O)=O)O. The catalyst is C1COCC1. The product is [CH2:1]([C:3]1[CH:4]=[CH:5][C:6]([CH2:7][N:8]2[C:13](=[N:14][C:15]3[CH:20]=[CH:19][C:18]([O:21][CH:22]([CH3:23])[CH3:24])=[C:17]([CH3:25])[CH:16]=3)[NH:12][C:11](=[O:26])[N:10]([CH2:27][C@@H:28]([C:30]([OH:32])=[O:31])[CH3:29])[C:9]2=[O:34])=[CH:35][CH:36]=1)[CH3:2]. The yield is 0.850. (3) The reactants are COC(C)(C)C.O.[C:8]([O:11][CH:12]([O:16][C:17]([CH3:19])=[S:18])[CH:13]([CH3:15])[CH3:14])(=[O:10])[CH3:9]. The catalyst is CCCCCC. The product is [C:8]([O:11][C@@H:12]([O:16][C:17]([CH3:19])=[S:18])[CH:13]([CH3:15])[CH3:14])(=[O:10])[CH3:9]. The yield is 0.640. (4) The reactants are [NH2:1][C:2]1[CH:3]=[CH:4][CH:5]=[C:6]2[C:11]=1[N:10]=[CH:9][CH:8]=[CH:7]2.[N+:12]([C:15]1[C:16]([S:21](Cl)(=[O:23])=[O:22])=[N:17][CH:18]=[CH:19][CH:20]=1)([O-:14])=[O:13].N1C=CC=CC=1. The catalyst is CN(C1C=CN=CC=1)C.C(Cl)Cl. The product is [N:10]1[C:11]2[C:6](=[CH:5][CH:4]=[CH:3][C:2]=2[NH:1][S:21]([C:16]2[C:15]([N+:12]([O-:14])=[O:13])=[CH:20][CH:19]=[CH:18][N:17]=2)(=[O:23])=[O:22])[CH:7]=[CH:8][CH:9]=1. The yield is 0.420. (5) The catalyst is CN(C=O)C. The product is [CH2:15]([O:17][C:18]([C:19]1[S:20][C:9]2[CH:8]=[CH:7][C:6]([C:3]([CH2:1][CH3:2])=[CH:4][CH3:5])=[CH:13][C:10]=2[CH:11]=1)=[O:21])[CH3:16]. The reactants are [CH2:1]([C:3]([C:6]1[CH:7]=[CH:8][C:9](F)=[C:10]([CH:13]=1)[CH:11]=O)=[CH:4][CH3:5])[CH3:2].[CH2:15]([O:17][C:18](=[O:21])[CH2:19][SH:20])[CH3:16].C([O-])([O-])=O.[K+].[K+]. The yield is 0.890.